From a dataset of Catalyst prediction with 721,799 reactions and 888 catalyst types from USPTO. Predict which catalyst facilitates the given reaction. (1) Reactant: [Cl:1][C:2]1[CH:7]=[CH:6][C:5]([N:8]2[C:16]([NH:17][C:18]3[CH:19]=[N:20][CH:21]=[CH:22][CH:23]=3)=[C:15]3[C:10]([CH:11]=[CH:12][CH:13]=[CH:14]3)=[N:9]2)=[CH:4][CH:3]=1.[CH:24]1([N:30]=[C:31]=[O:32])[CH2:29][CH2:28][CH2:27][CH2:26][CH2:25]1.CCN(CC)CC. Product: [Cl:1][C:2]1[CH:7]=[CH:6][C:5]([N:8]2[C:16]([N:17]([C:18]3[CH:19]=[N:20][CH:21]=[CH:22][CH:23]=3)[C:31]([NH:30][CH:24]3[CH2:29][CH2:28][CH2:27][CH2:26][CH2:25]3)=[O:32])=[C:15]3[C:10]([CH:11]=[CH:12][CH:13]=[CH:14]3)=[N:9]2)=[CH:4][CH:3]=1. The catalyst class is: 26. (2) The catalyst class is: 11. Reactant: C[Al](C)C.[CH3:5][CH:6]([N:8]1[CH2:14][CH2:13][CH2:12][N:11]([C:15]2[N:20]=[CH:19][C:18]([C:21]([O:23]C)=O)=[CH:17][N:16]=2)[CH2:10][CH2:9]1)[CH3:7].[CH3:25][O:26][C:27]1[CH:28]=[C:29]([CH2:35][CH2:36][C:37]2[CH:38]=[C:39]([NH2:42])[NH:40][N:41]=2)[CH:30]=[C:31]([O:33][CH3:34])[CH:32]=1. Product: [CH3:34][O:33][C:31]1[CH:30]=[C:29]([CH2:35][CH2:36][C:37]2[CH:38]=[C:39]([NH:42][C:21]([C:18]3[CH:19]=[N:20][C:15]([N:11]4[CH2:12][CH2:13][CH2:14][N:8]([CH:6]([CH3:5])[CH3:7])[CH2:9][CH2:10]4)=[N:16][CH:17]=3)=[O:23])[NH:40][N:41]=2)[CH:28]=[C:27]([O:26][CH3:25])[CH:32]=1.